Dataset: Peptide-MHC class I binding affinity with 185,985 pairs from IEDB/IMGT. Task: Regression. Given a peptide amino acid sequence and an MHC pseudo amino acid sequence, predict their binding affinity value. This is MHC class I binding data. (1) The peptide sequence is GERSRCYSLY. The MHC is HLA-A29:02 with pseudo-sequence HLA-A29:02. The binding affinity (normalized) is 0.115. (2) The peptide sequence is PIQKETWDTW. The MHC is HLA-A02:06 with pseudo-sequence HLA-A02:06. The binding affinity (normalized) is 0. (3) The peptide sequence is RAWGRRLMI. The MHC is HLA-A02:11 with pseudo-sequence HLA-A02:11. The binding affinity (normalized) is 0.490. (4) The peptide sequence is HEGDIVPLF. The MHC is HLA-B48:01 with pseudo-sequence HLA-B48:01. The binding affinity (normalized) is 0.0847.